Dataset: Forward reaction prediction with 1.9M reactions from USPTO patents (1976-2016). Task: Predict the product of the given reaction. The product is: [NH2:1][C:2]1[C:3]([C:22]([NH2:24])=[O:23])=[CH:4][C:5]2[C:13]3[C:8](=[CH:9][CH:10]=[CH:11][CH:12]=3)[NH:7][C:6]=2[N:21]=1. Given the reactants [NH2:1][C:2]1[C:3]([C:22]([NH2:24])=[O:23])=[CH:4][C:5]2[C:13]3[C:8](=[CH:9][CH:10]=[CH:11][CH:12]=3)[N:7](CC3C=CC=CC=3)[C:6]=2[N:21]=1.[Al+3].[Cl-].[Cl-].[Cl-], predict the reaction product.